From a dataset of Cav3 T-type calcium channel HTS with 100,875 compounds. Binary Classification. Given a drug SMILES string, predict its activity (active/inactive) in a high-throughput screening assay against a specified biological target. The compound is S(c1n(c(nn1)Cc1n(ccc1)C)c1ccc(cc1)C)CC(=O)Nc1cc(OC)c(OC)cc1. The result is 0 (inactive).